Task: Binary Classification. Given a drug SMILES string, predict its activity (active/inactive) in a high-throughput screening assay against a specified biological target.. Dataset: HIV replication inhibition screening data with 41,000+ compounds from the AIDS Antiviral Screen (1) The drug is CCOC(=O)NNC(=O)NCCNC(=O)NNC(=O)OCC. The result is 0 (inactive). (2) The compound is O=C(c1cc2c(C(F)(F)F)onc2c2ccccc12)C(F)(F)F. The result is 0 (inactive). (3) The molecule is O=[N+]([O-])c1ncn(F)c1[N+](=O)[O-]. The result is 0 (inactive). (4) The compound is Cc1cccc(N=NC(=O)NNc2cccc(C)c2C)c1C. The result is 0 (inactive).